Dataset: Catalyst prediction with 721,799 reactions and 888 catalyst types from USPTO. Task: Predict which catalyst facilitates the given reaction. (1) Reactant: [F:1][C:2]1[CH:7]=[CH:6][C:5]([CH:8]2[C:13](=[O:14])[CH2:12][CH2:11][N:10]([C:15]([O:17][C:18]([CH3:21])([CH3:20])[CH3:19])=[O:16])[CH2:9]2)=[CH:4][CH:3]=1.[H-].[H-].[H-].[H-].[Li+].[Al+3]. Product: [F:1][C:2]1[CH:3]=[CH:4][C:5]([C@H:8]2[C@H:13]([OH:14])[CH2:12][CH2:11][N:10]([C:15]([O:17][C:18]([CH3:21])([CH3:20])[CH3:19])=[O:16])[CH2:9]2)=[CH:6][CH:7]=1. The catalyst class is: 27. (2) Reactant: Br[C:2]1[CH:7]=[C:6]([O:8][CH3:9])[CH:5]=[CH:4][C:3]=1[O:10][CH2:11][CH2:12]Cl. Product: [CH3:9][O:8][C:6]1[CH:7]=[CH:2][C:3]2[O:10][CH2:11][CH2:12][C:4]=2[CH:5]=1. The catalyst class is: 1. (3) Reactant: [Si]([O:8][CH2:9][CH2:10][C:11]1([S:14]([NH:17][C:18]2[C:19]([NH:29][C:30]3[CH:35]=[CH:34][C:33]([I:36])=[CH:32][C:31]=3[F:37])=[C:20]([F:28])[C:21]3[N:25]=[CH:24][N:23]([CH3:26])[C:22]=3[CH:27]=2)(=[O:16])=[O:15])[CH2:13][CH2:12]1)(C(C)(C)C)(C)C.Cl.C(=O)(O)[O-].[Na+]. Product: [F:28][C:20]1[C:21]2[N:25]=[CH:24][N:23]([CH3:26])[C:22]=2[CH:27]=[C:18]([NH:17][S:14]([C:11]2([CH2:10][CH2:9][OH:8])[CH2:13][CH2:12]2)(=[O:16])=[O:15])[C:19]=1[NH:29][C:30]1[CH:35]=[CH:34][C:33]([I:36])=[CH:32][C:31]=1[F:37]. The catalyst class is: 1.